Dataset: Full USPTO retrosynthesis dataset with 1.9M reactions from patents (1976-2016). Task: Predict the reactants needed to synthesize the given product. (1) Given the product [Br:17][C:18]1[CH:23]=[CH:22][C:21]([C:24]2[N:1]([CH2:4][C@@H:5]3[CH2:9][CH2:8][N:7]([C:10]([O:12][C:13]([CH3:16])([CH3:15])[CH3:14])=[O:11])[CH2:6]3)[N:2]=[N:3][CH:25]=2)=[CH:20][CH:19]=1, predict the reactants needed to synthesize it. The reactants are: [N:1]([CH2:4][C@@H:5]1[CH2:9][CH2:8][N:7]([C:10]([O:12][C:13]([CH3:16])([CH3:15])[CH3:14])=[O:11])[CH2:6]1)=[N+:2]=[N-:3].[Br:17][C:18]1[CH:23]=[CH:22][C:21]([C:24]#[CH:25])=[CH:20][CH:19]=1. (2) Given the product [NH2:5][C:6]1[C:17]([C:18]([O:20][CH3:21])=[O:19])=[C:10]2[N:11]=[C:12]3[CH2:16][CH2:15][CH2:14][N:13]3[C:9]2=[CH:8][CH:7]=1, predict the reactants needed to synthesize it. The reactants are: CC(C)(C)C([NH:5][C:6]1[C:17]([C:18]([O:20][CH3:21])=[O:19])=[C:10]2[N:11]=[C:12]3[CH2:16][CH2:15][CH2:14][N:13]3[C:9]2=[CH:8][CH:7]=1)=O.S(=O)(=O)(O)O. (3) Given the product [C:38]([O:42][C:43]([NH:45][C@H:46]([C:62]([NH:6][C:7]1[CH:8]=[N:9][CH:10]=[C:11]([F:37])[C:12]=1[CH2:13][CH2:14][C@H:15]1[O:20][CH2:19][C@@H:18]([CH2:21][OH:22])[N:17]([C:30]([O:32][C:33]([CH3:36])([CH3:34])[CH3:35])=[O:31])[CH2:16]1)=[O:63])[CH:47]([C:55]1[CH:60]=[CH:59][C:58]([F:61])=[CH:57][CH:56]=1)[C:48]1[CH:53]=[CH:52][C:51]([F:54])=[CH:50][CH:49]=1)=[O:44])([CH3:40])([CH3:41])[CH3:39], predict the reactants needed to synthesize it. The reactants are: O=P(Cl)(Cl)Cl.[NH2:6][C:7]1[CH:8]=[N:9][CH:10]=[C:11]([F:37])[C:12]=1[CH2:13][CH2:14][C@H:15]1[O:20][CH2:19][C@@H:18]([CH2:21][O:22][Si](C(C)(C)C)(C)C)[N:17]([C:30]([O:32][C:33]([CH3:36])([CH3:35])[CH3:34])=[O:31])[CH2:16]1.[C:38]([O:42][C:43]([NH:45][C@H:46]([C:62](O)=[O:63])[CH:47]([C:55]1[CH:60]=[CH:59][C:58]([F:61])=[CH:57][CH:56]=1)[C:48]1[CH:53]=[CH:52][C:51]([F:54])=[CH:50][CH:49]=1)=[O:44])([CH3:41])([CH3:40])[CH3:39].CCCC[N+](CCCC)(CCCC)CCCC.[F-]. (4) Given the product [F:24][C:23]1[CH:22]=[CH:21][C:16]([C:17]([OH:19])=[O:18])=[CH:15][C:14]=1[NH:13][C:11]([C:8]1[N:5]2[CH:6]=[CH:7][C:2]([C:30]3[N:26]([CH3:25])[N:27]=[CH:28][CH:29]=3)=[CH:3][C:4]2=[N:10][CH:9]=1)=[O:12], predict the reactants needed to synthesize it. The reactants are: Br[C:2]1[CH:7]=[CH:6][N:5]2[C:8]([C:11]([NH:13][C:14]3[CH:15]=[C:16]([CH:21]=[CH:22][C:23]=3[F:24])[C:17]([O:19]C)=[O:18])=[O:12])=[CH:9][N:10]=[C:4]2[CH:3]=1.[CH3:25][N:26]1[CH:30]=[C:29](B2OC(C)(C)C(C)(C)O2)[CH:28]=[N:27]1.C(=O)([O-])[O-].[Cs+].[Cs+].C(Cl)Cl. (5) The reactants are: [C:1]([O:5][C:6](=[O:33])[CH2:7][N:8]([C:26]([O:28][C:29]([CH3:32])([CH3:31])[CH3:30])=[O:27])[C:9]1[CH:14]=[CH:13][CH:12]=[C:11]([CH2:15][NH:16][S:17]([C:20]2[CH:21]=[N:22][CH:23]=[CH:24][CH:25]=2)(=[O:19])=[O:18])[N:10]=1)([CH3:4])([CH3:3])[CH3:2].S1C=CN=C1C1C=CC(CNS(C2C=NC=CC=2)(=O)=O)=CC=1.[N:56]1[CH:61]=[CH:60][CH:59]=[CH:58][C:57]=1[C:62]1[CH:69]=[CH:68][C:65]([CH2:66]O)=[CH:64][CH:63]=1. Given the product [C:1]([O:5][C:6](=[O:33])[CH2:7][N:8]([C:26]([O:28][C:29]([CH3:32])([CH3:31])[CH3:30])=[O:27])[C:9]1[CH:14]=[CH:13][CH:12]=[C:11]([CH:15]([CH2:66][C:65]2[CH:64]=[CH:63][C:62]([C:57]3[CH:58]=[CH:59][CH:60]=[CH:61][N:56]=3)=[CH:69][CH:68]=2)[NH:16][S:17]([C:20]2[CH:21]=[N:22][CH:23]=[CH:24][CH:25]=2)(=[O:18])=[O:19])[N:10]=1)([CH3:4])([CH3:3])[CH3:2], predict the reactants needed to synthesize it. (6) Given the product [Cl:1][C:2]1[N:3]=[C:4]([NH:19][NH:20][C:28](=[O:29])[C@H:27]([CH2:26][CH:21]2[CH2:22][CH2:23][CH2:24][CH2:25]2)[CH2:31][N:32]([O:33][CH2:34][C:35]2[CH:36]=[CH:37][CH:38]=[CH:39][CH:40]=2)[CH:41]=[O:42])[C:5]([F:18])=[C:6]([N:8]2[CH2:17][CH2:16][N:15]3[C@@H:10]([CH2:11][O:12][CH2:13][CH2:14]3)[CH2:9]2)[N:7]=1, predict the reactants needed to synthesize it. The reactants are: [Cl:1][C:2]1[N:7]=[C:6]([N:8]2[CH2:17][CH2:16][N:15]3[C@@H:10]([CH2:11][O:12][CH2:13][CH2:14]3)[CH2:9]2)[C:5]([F:18])=[C:4]([NH:19][NH2:20])[N:3]=1.[CH:21]1([CH2:26][C@H:27]([CH2:31][N:32]([CH:41]=[O:42])[O:33][CH2:34][C:35]2[CH:40]=[CH:39][CH:38]=[CH:37][CH:36]=2)[C:28](O)=[O:29])[CH2:25][CH2:24][CH2:23][CH2:22]1.CN1CCOCC1.ON1C2N=CC=CC=2N=N1.C(Cl)CCl.